Predict the reaction yield, written as a fraction of the theoretical maximum amount of product (1.0 means a 100% yield; for example, 0.34 means a 34% yield). From a dataset of Reaction yield outcomes from USPTO patents with 853,638 reactions. (1) The reactants are [CH2:1]([N:3]1[C:8]2=[N:9][C:10]([S:13][CH3:14])=[N:11][CH:12]=[C:7]2[CH2:6][N:5]([C:15]2[CH:20]=[CH:19][C:18]([F:21])=[C:17]([N+:22]([O-])=O)[CH:16]=2)[C:4]1=[O:25])[CH3:2]. The catalyst is C(OCC)(=O)C.CO.[Pd]. The product is [NH2:22][C:17]1[CH:16]=[C:15]([N:5]2[CH2:6][C:7]3[C:8](=[N:9][C:10]([S:13][CH3:14])=[N:11][CH:12]=3)[N:3]([CH2:1][CH3:2])[C:4]2=[O:25])[CH:20]=[CH:19][C:18]=1[F:21]. The yield is 0.300. (2) The reactants are [C:1]([O:5][C:6]([N:8]1[CH2:15][CH:14]2[C:16](=O)[CH:10]([CH2:11][CH:12]([C:18]([O:20][CH3:21])=[O:19])[CH2:13]2)[CH2:9]1)=[O:7])([CH3:4])([CH3:3])[CH3:2].S(NN)(C1C=CC(C)=CC=1)(=O)=O.C([BH3-])#N.[Na+]. The catalyst is C1COCC1. The product is [C:1]([O:5][C:6]([N:8]1[CH2:9][CH:10]2[CH2:16][CH:14]([CH2:13][CH:12]([C:18]([O:20][CH3:21])=[O:19])[CH2:11]2)[CH2:15]1)=[O:7])([CH3:4])([CH3:3])[CH3:2]. The yield is 0.619. (3) The reactants are I[C:2]1[CH:7]=[CH:6][N:5]=[C:4]([O:8]C)[C:3]=1[C:10]1[NH:11][C:12]([CH2:16][N:17]2[CH2:22][CH2:21][O:20][CH2:19][CH2:18]2)=[C:13]([CH3:15])[N:14]=1.Cl.C(N(CC)CC)C.[NH2:31][CH2:32][C@H:33]([C:35]1[CH:40]=[CH:39][CH:38]=[C:37]([Cl:41])[CH:36]=1)[OH:34]. The catalyst is C(O)(=O)C. The product is [Cl:41][C:37]1[CH:36]=[C:35]([C@H:33]([OH:34])[CH2:32][NH:31][C:2]2[CH:7]=[CH:6][NH:5][C:4](=[O:8])[C:3]=2[C:10]2[NH:11][C:12]([CH2:16][N:17]3[CH2:22][CH2:21][O:20][CH2:19][CH2:18]3)=[C:13]([CH3:15])[N:14]=2)[CH:40]=[CH:39][CH:38]=1. The yield is 0.110. (4) The reactants are C(OC([C:8]12[CH2:16][NH:15][CH2:14][C:13]31[CH:11]([CH:12]3N)[CH2:10][CH2:9]2)=O)(C)(C)C.C([N:20](CC)CC)C.F[C:26]1[C:35]([CH3:36])=[C:34]2[C:29]([C:30](=[O:44])[C:31]([C:41]([OH:43])=[O:42])=[CH:32][N:33]2[C@@H:37]2[CH2:39][C@@H:38]2[F:40])=[CH:28][CH:27]=1. The catalyst is CS(C)=O.C(OCC)(=O)C.Cl. The product is [NH2:20][C:8]12[CH2:16][N:15]([C:26]3[C:35]([CH3:36])=[C:34]4[C:29]([C:30](=[O:44])[C:31]([C:41]([OH:43])=[O:42])=[CH:32][N:33]4[C@@H:37]4[CH2:39][C@@H:38]4[F:40])=[CH:28][CH:27]=3)[CH2:14][C:13]31[CH:11]([CH2:12]3)[CH2:10][CH2:9]2. The yield is 0.290.